Dataset: Reaction yield outcomes from USPTO patents with 853,638 reactions. Task: Predict the reaction yield, written as a fraction of the theoretical maximum amount of product (1.0 means a 100% yield; for example, 0.34 means a 34% yield). (1) The yield is 0.850. The reactants are [N:1]1([C:6]2[CH:11]=[CH:10][C:9]([C:12]3[C:16]4[CH2:17][C:18]5[S:19][CH:20]=[CH:21][C:22]=5[C:15]=4[N:14](COCC[Si](C)(C)C)[N:13]=3)=[CH:8][CH:7]=2)[CH2:5][CH2:4][CH2:3][CH2:2]1.Cl. The catalyst is CO. The product is [N:1]1([C:6]2[CH:7]=[CH:8][C:9]([C:12]3[C:16]4[CH2:17][C:18]5[S:19][CH:20]=[CH:21][C:22]=5[C:15]=4[NH:14][N:13]=3)=[CH:10][CH:11]=2)[CH2:5][CH2:4][CH2:3][CH2:2]1. (2) The reactants are C(OC([N:6]=[S:7]([CH3:35])([C:9]1[CH:14]=[CH:13][CH:12]=[C:11]([CH2:15][O:16][C:17]2[CH:26]=[C:25]3[C:20]([C:21]([NH:27][C:28]4[S:29][CH:30]=[N:31][N:32]=4)=[N:22][CH:23]=[N:24]3)=[CH:19][C:18]=2[O:33][CH3:34])[CH:10]=1)=[O:8])=O)C.[O-]CC.[Na+].CCCCCC.ClCCl.CO. The catalyst is CO. The product is [CH3:34][O:33][C:18]1[CH:19]=[C:20]2[C:25](=[CH:26][C:17]=1[O:16][CH2:15][C:11]1[CH:10]=[C:9]([S:7]([CH3:35])(=[NH:6])=[O:8])[CH:14]=[CH:13][CH:12]=1)[N:24]=[CH:23][N:22]=[C:21]2[NH:27][C:28]1[S:29][CH:30]=[N:31][N:32]=1. The yield is 0.350. (3) The reactants are [C:1]([O:5][C:6](=[O:21])[NH:7][CH:8]([C:10]1[CH:15]=[C:14]([Cl:16])[C:13]([CH3:17])=[C:12](Br)[C:11]=1[O:19][CH3:20])[CH3:9])([CH3:4])([CH3:3])[CH3:2].C([O-])(=O)C.[K+].[CH3:27][C:28]1([CH3:44])[C:32]([CH3:34])([CH3:33])[O:31][B:30]([B:30]2[O:31][C:32]([CH3:34])([CH3:33])[C:28]([CH3:44])([CH3:27])[O:29]2)[O:29]1.CS(C)=O.ClCCl. No catalyst specified. The product is [Cl:16][C:14]1[C:13]([CH3:17])=[C:12]([B:30]2[O:31][C:32]([CH3:34])([CH3:33])[C:28]([CH3:44])([CH3:27])[O:29]2)[C:11]([O:19][CH3:20])=[C:10]([CH:8]([NH:7][C:6](=[O:21])[O:5][C:1]([CH3:4])([CH3:3])[CH3:2])[CH3:9])[CH:15]=1. The yield is 0.650. (4) The reactants are C([N:8]1[CH2:21][CH2:20][C:19]2[C:18]3[C:13](=[CH:14][CH:15]=[C:16]4[O:25][CH2:24][CH:23]=[CH:22][C:17]4=3)[N:12]([CH3:26])[C:11]=2[CH2:10][CH2:9]1)C1C=CC=CC=1.[ClH:27]. The catalyst is C(O)C.[Pd]. The product is [ClH:27].[CH3:26][N:12]1[C:13]2[C:18](=[C:17]3[CH2:22][CH2:23][CH2:24][O:25][C:16]3=[CH:15][CH:14]=2)[C:19]2[CH2:20][CH2:21][NH:8][CH2:9][CH2:10][C:11]1=2. The yield is 0.840. (5) The reactants are [C:1]([C:5]1[O:6][C:7]([C:10]2[C:14]([CH:15]=[C:16](Br)Br)=[C:13]([C:19]3[CH:24]=[CH:23][C:22]([Cl:25])=[CH:21][CH:20]=3)[N:12]([C:26]3[CH:31]=[CH:30][C:29]([Cl:32])=[CH:28][C:27]=3[Cl:33])[N:11]=2)=[N:8][N:9]=1)([CH3:4])([CH3:3])[CH3:2].C[Si]([N-][Si](C)(C)C)(C)C.[K+]. The catalyst is O1CCCC1. The product is [C:1]([C:5]1[O:6][C:7]([C:10]2[C:14]([C:15]#[CH:16])=[C:13]([C:19]3[CH:20]=[CH:21][C:22]([Cl:25])=[CH:23][CH:24]=3)[N:12]([C:26]3[CH:31]=[CH:30][C:29]([Cl:32])=[CH:28][C:27]=3[Cl:33])[N:11]=2)=[N:8][N:9]=1)([CH3:4])([CH3:2])[CH3:3]. The yield is 0.910. (6) The yield is 0.980. The reactants are [Br:1][C:2]1[CH:7]=[CH:6][C:5]([CH2:8]Br)=[CH:4][CH:3]=1.[P:10]([O:17]CC)([O:14][CH2:15][CH3:16])[O:11][CH2:12][CH3:13]. The product is [Br:1][C:2]1[CH:7]=[CH:6][C:5]([CH2:8][P:10](=[O:17])([O:14][CH2:15][CH3:16])[O:11][CH2:12][CH3:13])=[CH:4][CH:3]=1. No catalyst specified. (7) The reactants are Cl[S:2]([CH2:5][CH2:6][CH2:7][NH:8][C:9](=[O:11])[CH3:10])(=[O:4])=[O:3].[OH:12][CH2:13][C:14]([CH3:26])([CH3:25])[C:15]([O:17][CH2:18][C:19]1[CH:24]=[CH:23][CH:22]=[CH:21][CH:20]=1)=[O:16].C(N(CC)CC)C. The catalyst is ClCCl.CN(C1C=CN=CC=1)C. The product is [C:9]([NH:8][CH2:7][CH2:6][CH2:5][S:2]([O:12][CH2:13][C:14]([CH3:26])([CH3:25])[C:15]([O:17][CH2:18][C:19]1[CH:24]=[CH:23][CH:22]=[CH:21][CH:20]=1)=[O:16])(=[O:4])=[O:3])(=[O:11])[CH3:10]. The yield is 0.330. (8) The reactants are Cl[C:2]1[N:7]=[C:6]([S:8][CH2:9][CH3:10])[C:5]([C:11]([NH:13][CH2:14][C:15]2[CH:20]=[CH:19][CH:18]=[C:17]([F:21])[CH:16]=2)=[O:12])=[C:4]([CH3:22])[CH:3]=1.[NH:23]1[CH2:28][CH2:27][O:26][CH2:25][CH2:24]1. The catalyst is O.CCOC(C)=O. The product is [CH2:9]([S:8][C:6]1[C:5]([C:11]([NH:13][CH2:14][C:15]2[CH:20]=[CH:19][CH:18]=[C:17]([F:21])[CH:16]=2)=[O:12])=[C:4]([CH3:22])[CH:3]=[C:2]([N:23]2[CH2:28][CH2:27][O:26][CH2:25][CH2:24]2)[N:7]=1)[CH3:10]. The yield is 0.750.